From a dataset of Reaction yield outcomes from USPTO patents with 853,638 reactions. Predict the reaction yield, written as a fraction of the theoretical maximum amount of product (1.0 means a 100% yield; for example, 0.34 means a 34% yield). (1) The reactants are [Mg].II.Br[CH2:5][CH2:6]Br.Br[C:9]1[CH:10]=[C:11]([CH3:15])[CH:12]=[CH:13][CH:14]=1.[P:16]([O-:23])(OCC)OCC.Cl. The catalyst is C1COCC1.C1(C)C=CC=CC=1.O. The product is [C:5]1([CH3:6])[CH:11]=[CH:10][CH:9]=[C:14]([PH:16](=[O:23])[C:9]2[CH:10]=[C:11]([CH3:15])[CH:12]=[CH:13][CH:14]=2)[CH:13]=1. The yield is 0.933. (2) The reactants are [C:1]([C:5]1[C:13]2[C:8](=[CH:9][CH:10]=[C:11]([N+:14]([O-])=O)[CH:12]=2)[NH:7][CH:6]=1)([CH3:4])([CH3:3])[CH3:2]. The catalyst is CO.[Ni]. The product is [C:1]([C:5]1[C:13]2[C:8](=[CH:9][CH:10]=[C:11]([NH2:14])[CH:12]=2)[NH:7][CH:6]=1)([CH3:4])([CH3:2])[CH3:3]. The yield is 0.190. (3) The reactants are C([O:3][C:4](=[O:25])[C@H:5]([N:11]1[CH2:15][C:14]([O:16][C:17]2[CH:22]=[CH:21][CH:20]=[CH:19][C:18]=2[Cl:23])=[CH:13][C:12]1=[O:24])[CH2:6][CH:7]([CH3:10])[CH2:8][CH3:9])C.[OH-].[Li+]. The catalyst is O1CCCC1. The product is [Cl:23][C:18]1[CH:19]=[CH:20][CH:21]=[CH:22][C:17]=1[O:16][C:14]1[CH2:15][N:11]([C@H:5]([CH2:6][CH:7]([CH3:10])[CH2:8][CH3:9])[C:4]([OH:25])=[O:3])[C:12](=[O:24])[CH:13]=1. The yield is 0.980. (4) The reactants are Br.[NH2:2][C:3]1[C:4]([OH:17])=[C:5]([C:9]2[S:13][C:12]([C:14]([OH:16])=[O:15])=[CH:11][CH:10]=2)[CH:6]=[CH:7][CH:8]=1.[N:18]([O-])=O.[Na+].[CH3:22][C:23]1[CH2:24][C:25](=[O:41])[N:26]([C:28]2[CH:29]=[C:30]3[C:34](=[CH:35][CH:36]=2)[C:33]([CH3:38])([CH3:37])[CH2:32][C:31]3([CH3:40])[CH3:39])[N:27]=1.C(=O)(O)[O-].[Na+]. The catalyst is Cl. The product is [OH:17][C:4]1[C:3]([NH:2][N:18]=[C:24]2[C:25](=[O:41])[N:26]([C:28]3[CH:29]=[C:30]4[C:34](=[CH:35][CH:36]=3)[C:33]([CH3:38])([CH3:37])[CH2:32][C:31]4([CH3:40])[CH3:39])[N:27]=[C:23]2[CH3:22])=[CH:8][CH:7]=[CH:6][C:5]=1[C:9]1[S:13][C:12]([C:14]([OH:16])=[O:15])=[CH:11][CH:10]=1. The yield is 0.565. (5) The reactants are [CH2:1]([C:3]1[NH:4][C:5](=[O:27])[C:6]([CH2:12][C:13]2[CH:18]=[CH:17][C:16]([C:19]3[C:20]([C:25]#[N:26])=[CH:21][CH:22]=[CH:23][CH:24]=3)=[CH:15][CH:14]=2)=[C:7]([CH2:9][CH2:10][CH3:11])[N:8]=1)[CH3:2].[C:28]1(B(O)O)[CH:33]=[CH:32][CH:31]=[CH:30][CH:29]=1.N1C=CC=CC=1.C(N(CC)CC)C. The catalyst is C(OCC)(=O)C.C([O-])(=O)C.[Cu+2].C([O-])(=O)C.ClCCl. The product is [CH2:1]([C:3]1[N:4]([C:28]2[CH:33]=[CH:32][CH:31]=[CH:30][CH:29]=2)[C:5](=[O:27])[C:6]([CH2:12][C:13]2[CH:18]=[CH:17][C:16]([C:19]3[C:20]([C:25]#[N:26])=[CH:21][CH:22]=[CH:23][CH:24]=3)=[CH:15][CH:14]=2)=[C:7]([CH2:9][CH2:10][CH3:11])[N:8]=1)[CH3:2]. The yield is 1.00. (6) The reactants are [Al+3].[Cl-].[Cl-].[Cl-].[Br:5][C:6]1[CH:7]=[C:8]2[CH:14]=[CH:13][NH:12][C:9]2=[N:10][CH:11]=1.[C:15](Cl)(=[O:22])[C:16]1[CH:21]=[CH:20][CH:19]=[CH:18][CH:17]=1. The catalyst is ClCCl. The product is [Br:5][C:6]1[CH:7]=[C:8]2[C:14]([C:15]([C:16]3[CH:21]=[CH:20][CH:19]=[CH:18][CH:17]=3)=[O:22])=[CH:13][NH:12][C:9]2=[N:10][CH:11]=1. The yield is 0.400.